From a dataset of Full USPTO retrosynthesis dataset with 1.9M reactions from patents (1976-2016). Predict the reactants needed to synthesize the given product. (1) Given the product [ClH:20].[CH3:1][S:2]([C:5]1[O:9][C:8]([C@@H:10]([NH2:13])[CH2:11][CH3:12])=[CH:7][CH:6]=1)(=[O:4])=[O:3], predict the reactants needed to synthesize it. The reactants are: [CH3:1][S:2]([C:5]1[O:9][C:8]([C@@H:10]([NH:13][S@@](C(C)(C)C)=O)[CH2:11][CH3:12])=[CH:7][CH:6]=1)(=[O:4])=[O:3].[ClH:20].O1CCOCC1. (2) Given the product [C:1]([O:5][C:6](=[O:34])[NH:7][C@@H:8]([C:28]1[CH:33]=[CH:32][CH:31]=[CH:30][CH:29]=1)[C:9](=[O:10])[N:11]1[CH2:15][CH2:14][CH2:13][C@@H:12]1[C:16](=[O:27])[NH:17][C:18]1[N:19]=[C:20]2[N:24]([CH:25]=1)[CH:23]=[C:22]([C:35]1[CH:40]=[CH:39][CH:38]=[CH:37][CH:36]=1)[S:21]2)([CH3:4])([CH3:3])[CH3:2], predict the reactants needed to synthesize it. The reactants are: [C:1]([O:5][C:6](=[O:34])[NH:7][C@@H:8]([C:28]1[CH:33]=[CH:32][CH:31]=[CH:30][CH:29]=1)[C:9]([N:11]1[CH2:15][CH2:14][CH2:13][C@@H:12]1[C:16](=[O:27])[NH:17][C:18]1[N:19]=[C:20]2[N:24]([CH:25]=1)[CH:23]=[C:22](Br)[S:21]2)=[O:10])([CH3:4])([CH3:3])[CH3:2].[C:35]1(B(O)O)[CH:40]=[CH:39][CH:38]=[CH:37][CH:36]=1. (3) Given the product [ClH:54].[NH2:8][CH2:9][CH2:10][CH2:11][C:12]([N:14]([C:27]1[N:53]=[C:30]2[CH:31]=[CH:32][C:33]([C:35]3[CH:40]=[CH:39][C:38]([NH:41][C:42](=[O:52])[C@@H:43]([C:45]4[CH:46]=[CH:47][C:48]([F:51])=[CH:49][CH:50]=4)[CH3:44])=[CH:37][CH:36]=3)=[CH:34][N:29]2[N:28]=1)[C:15]1[CH:20]=[CH:19][C:18]([S:21]([CH3:24])(=[O:23])=[O:22])=[CH:17][C:16]=1[O:25][CH3:26])=[O:13], predict the reactants needed to synthesize it. The reactants are: FC(F)(F)C(O)=O.[NH2:8][CH2:9][CH2:10][CH2:11][C:12]([N:14]([C:27]1[N:53]=[C:30]2[CH:31]=[CH:32][C:33]([C:35]3[CH:40]=[CH:39][C:38]([NH:41][C:42](=[O:52])[C@@H:43]([C:45]4[CH:50]=[CH:49][C:48]([F:51])=[CH:47][CH:46]=4)[CH3:44])=[CH:37][CH:36]=3)=[CH:34][N:29]2[N:28]=1)[C:15]1[CH:20]=[CH:19][C:18]([S:21]([CH3:24])(=[O:23])=[O:22])=[CH:17][C:16]=1[O:25][CH3:26])=[O:13].[ClH:54]. (4) The reactants are: Br[C:2]1[C:14]2[NH:13][C:12]3[C:7](=[CH:8][CH:9]=[CH:10][CH:11]=3)[C:6]=2[CH:5]=[CH:4][CH:3]=1.[C:15]1([N:21]([C:31]2[CH:36]=[CH:35][CH:34]=[CH:33][CH:32]=2)[C:22]2[CH:27]=[CH:26][C:25](B(O)O)=[CH:24][CH:23]=2)[CH:20]=[CH:19][CH:18]=[CH:17][CH:16]=1. Given the product [C:2]1([C:34]2[CH:35]=[CH:36][C:31]([N:21]([C:22]3[CH:23]=[CH:24][CH:25]=[CH:26][CH:27]=3)[C:15]3[CH:20]=[CH:19][CH:18]=[CH:17][CH:16]=3)=[CH:32][CH:33]=2)[C:14]2[NH:13][C:12]3[C:7](=[CH:8][CH:9]=[CH:10][CH:11]=3)[C:6]=2[CH:5]=[CH:4][CH:3]=1, predict the reactants needed to synthesize it.